From a dataset of Full USPTO retrosynthesis dataset with 1.9M reactions from patents (1976-2016). Predict the reactants needed to synthesize the given product. Given the product [C:44]([NH:36][C:35]1[NH:34][C:32](=[O:33])[C:31]2[N:30]=[CH:29][N:28]([C:38]=2[N:37]=1)[C@@H:21]1[O:22][C@H:23]([CH2:26][OH:27])[C@@H:24]([OH:25])[C@H:20]1[O:19][CH2:1][CH2:2][CH2:3][CH2:4][CH2:5][CH2:6][CH2:7][CH2:8][CH2:9][CH2:10][CH2:11][CH2:12][CH2:13][CH2:14][CH2:15][CH2:16][CH2:17][CH3:18])(=[O:48])[CH:45]([CH3:47])[CH3:46], predict the reactants needed to synthesize it. The reactants are: [CH2:1]([O:19][C@@H:20]1[C@H:24]([OH:25])[C@@H:23]([CH2:26][OH:27])[O:22][C@H:21]1[N:28]1[C:38]2[N:37]=[C:35]([NH2:36])[NH:34][C:32](=[O:33])[C:31]=2[N:30]=[CH:29]1)[CH2:2][CH2:3][CH2:4][CH2:5][CH2:6][CH2:7][CH2:8][CH2:9][CH2:10][CH2:11][CH2:12][CH2:13][CH2:14][CH2:15][CH2:16][CH2:17][CH3:18].C[Si](Cl)(C)C.[C:44](Cl)(=[O:48])[CH:45]([CH3:47])[CH3:46].